This data is from Full USPTO retrosynthesis dataset with 1.9M reactions from patents (1976-2016). The task is: Predict the reactants needed to synthesize the given product. (1) Given the product [CH3:21][C:22]1[CH:23]=[C:24]([CH2:25][N:4]2[CH2:5][CH2:6][CH2:7][N:1]([C:8]3[CH:9]=[CH:10][C:11]4[N:12]([C:14]([C:17]([F:18])([F:19])[F:20])=[N:15][N:16]=4)[N:13]=3)[CH2:2][CH2:3]2)[CH:27]=[CH:28][CH:29]=1, predict the reactants needed to synthesize it. The reactants are: [N:1]1([C:8]2[CH:9]=[CH:10][C:11]3[N:12]([C:14]([C:17]([F:20])([F:19])[F:18])=[N:15][N:16]=3)[N:13]=2)[CH2:7][CH2:6][CH2:5][NH:4][CH2:3][CH2:2]1.[CH3:21][C:22]1[CH:23]=[C:24]([CH:27]=[CH:28][CH:29]=1)[CH:25]=O. (2) Given the product [Cl:29][C:24]1[CH:25]=[CH:26][CH:27]=[CH:28][C:23]=1[N:5]1[C:6]([C:8]2[S:9][C:10]([C:13]3[CH:18]=[CH:17][CH:16]=[C:15]([S:19]([CH3:22])(=[O:21])=[O:20])[CH:14]=3)=[CH:11][CH:12]=2)=[CH:7][C:3]([CH2:2][C:30]#[N:31])=[N:4]1, predict the reactants needed to synthesize it. The reactants are: Br[CH2:2][C:3]1[CH:7]=[C:6]([C:8]2[S:9][C:10]([C:13]3[CH:18]=[CH:17][CH:16]=[C:15]([S:19]([CH3:22])(=[O:21])=[O:20])[CH:14]=3)=[CH:11][CH:12]=2)[N:5]([C:23]2[CH:28]=[CH:27][CH:26]=[CH:25][C:24]=2[Cl:29])[N:4]=1.[C-:30]#[N:31].[Na+].CS(C)=O. (3) Given the product [NH2:35][C@:31]1([CH2:32][OH:33])[CH2:37][CH2:38][C@H:29]([C:24]2[CH:23]=[CH:22][C:21]3[CH2:20][C@@H:19]([CH2:18][CH2:17][O:4][CH2:3][CH:2]([CH3:5])[CH3:1])[CH2:28][CH2:27][C:26]=3[CH:25]=2)[CH2:30]1, predict the reactants needed to synthesize it. The reactants are: [CH3:1][CH:2]([CH3:5])[CH2:3][OH:4].CC1C=CC(S(O[CH2:17][CH2:18][C@H:19]2[CH2:28][CH2:27][C:26]3[C:21](=[CH:22][CH:23]=[C:24]([C@H:29]4[CH2:38][CH2:37][C@@:31]5([NH:35]C(=O)[O:33][CH2:32]5)[CH2:30]4)[CH:25]=3)[CH2:20]2)(=O)=O)=CC=1.CC(C)([O-])C.[K+].[OH-].[Na+]. (4) Given the product [NH2:28][C:4]1[CH:3]=[C:2]([Cl:1])[CH:27]=[CH:26][C:5]=1[O:6][CH2:7][C:8]([N:10]1[CH2:15][C@H:14]([CH3:16])[N:13]([CH2:17][C:18]2[CH:19]=[CH:20][C:21]([F:24])=[CH:22][CH:23]=2)[CH2:12][C@H:11]1[CH3:25])=[O:9], predict the reactants needed to synthesize it. The reactants are: [Cl:1][C:2]1[CH:27]=[CH:26][C:5]([O:6][CH2:7][C:8]([N:10]2[CH2:15][C@H:14]([CH3:16])[N:13]([CH2:17][C:18]3[CH:23]=[CH:22][C:21]([F:24])=[CH:20][CH:19]=3)[CH2:12][C@H:11]2[CH3:25])=[O:9])=[C:4]([N+:28]([O-])=O)[CH:3]=1.[H][H]. (5) Given the product [ClH:1].[N:15]1([CH2:14][CH2:13][C:4]2[C:5]([C:32]([F:35])([F:34])[F:33])=[CH:6][C:7]3[C:8](=[O:12])[O:9][CH2:10][C:11]=3[CH:3]=2)[CH2:16][CH2:17][NH:18][CH2:19][CH2:20]1, predict the reactants needed to synthesize it. The reactants are: [ClH:1].C[C:3]1[C:11]2[CH2:10][O:9][C:8](=[O:12])[C:7]=2[CH:6]=[CH:5][C:4]=1[CH2:13][CH2:14][N:15]1[CH2:20][CH2:19][NH:18][CH2:17][CH2:16]1.BrC1C([C:32]([F:35])([F:34])[F:33])=CC2C(=O)OCC=2C=1. (6) Given the product [Br:1][C:2]1[CH:3]=[CH:4][C:5]2[C:6]([CH3:19])=[C:7]([CH3:23])[C:8]3[C:13]([C:14]=2[CH:15]=1)=[CH:12][C:11]([Br:16])=[CH:10][CH:9]=3, predict the reactants needed to synthesize it. The reactants are: [Br:1][C:2]1[CH:3]=[CH:4][C:5]2[C:6]([CH3:19])(C)[CH:7](O)[C:8]3[C:13]([C:14]=2[CH:15]=1)=[CH:12][C:11]([Br:16])=[CH:10][CH:9]=3.II.Br.[C:23](O)(=O)C. (7) Given the product [N:28]1([C:20]([N:2]2[CH2:3][CH2:4][CH:5]([NH:8][C:9](=[O:15])[O:10][C:11]([CH3:12])([CH3:14])[CH3:13])[CH2:6][CH2:7]2)=[O:26])[CH2:33][CH2:32][CH2:31][CH2:30][CH2:29]1, predict the reactants needed to synthesize it. The reactants are: Cl.[NH:2]1[CH2:7][CH2:6][CH:5]([NH:8][C:9](=[O:15])[O:10][C:11]([CH3:14])([CH3:13])[CH3:12])[CH2:4][CH2:3]1.ClC(Cl)(O[C:20](=[O:26])OC(Cl)(Cl)Cl)Cl.[NH:28]1[CH2:33][CH2:32][CH2:31][CH2:30][CH2:29]1.C(O)(=O)CC(CC(O)=O)(C(O)=O)O.